Task: Predict the reactants needed to synthesize the given product.. Dataset: Full USPTO retrosynthesis dataset with 1.9M reactions from patents (1976-2016) (1) The reactants are: [CH2:1]([N:4]1[C:12]2[C:7](=[CH:8][CH:9]=[CH:10][CH:11]=2)[C:6]([C:13]([C:15]2[C:24]3[C:19](=[CH:20][CH:21]=[C:22]([CH2:25][CH3:26])[CH:23]=3)[CH:18]=[CH:17][CH:16]=2)=[O:14])=[CH:5]1)[CH2:2][CH3:3].[CH2:27]([C:29]1[CH:38]=[C:37]2[C:32]([CH:33]=[CH:34][CH:35]=[C:36]2[C:39]([OH:41])=[O:40])=[CH:31][CH:30]=1)[CH3:28]. Given the product [CH2:27]([C:29]1[CH:38]=[C:37]2[C:32]([CH:33]=[CH:34][CH:35]=[C:36]2[C:39]([OH:41])=[O:40])=[CH:31][CH:30]=1)[CH3:28].[CH2:1]([N:4]1[C:12]2[C:7](=[CH:8][CH:9]=[CH:10][CH:11]=2)[CH:6]=[CH:5]1)[CH2:2][CH3:3].[CH3:3][CH2:2][CH2:1][N:4]1[C:12]2[CH:11]=[CH:10][CH:9]=[CH:8][C:7]=2[C:6]([C:13]([C:15]2[CH:16]=[CH:17][CH:18]=[C:19]3[CH:20]=[CH:21][C:22]([CH2:25][CH3:26])=[CH:23][C:24]=23)=[O:14])=[CH:5]1, predict the reactants needed to synthesize it. (2) The reactants are: [Cl:1][C:2]1[CH:10]=[CH:9][CH:8]=[C:7]([Cl:11])[C:3]=1[C:4](Cl)=[O:5].Cl.[CH3:13][O:14][C:15](=[O:26])[C@@H:16]([CH2:18][C:19]1[CH:24]=[CH:23][C:22]([OH:25])=[CH:21][CH:20]=1)[NH2:17].CCN(C(C)C)C(C)C. Given the product [CH3:13][O:14][C:15](=[O:26])[C@@H:16]([CH2:18][C:19]1[CH:20]=[CH:21][C:22]([OH:25])=[CH:23][CH:24]=1)[NH:17][C:4](=[O:5])[C:3]1[C:2]([Cl:1])=[CH:10][CH:9]=[CH:8][C:7]=1[Cl:11], predict the reactants needed to synthesize it. (3) Given the product [CH3:23][O:22][C:18]1[CH:17]=[C:16]([C:2]2[CH:3]=[C:4]3[CH2:10][C:9](=[O:11])[NH:8][C:5]3=[N:6][CH:7]=2)[CH:15]=[C:14]([O:13][CH3:12])[C:19]=1[O:20][CH3:21], predict the reactants needed to synthesize it. The reactants are: Br[C:2]1[CH:3]=[C:4]2[CH2:10][C:9](=[O:11])[NH:8][C:5]2=[N:6][CH:7]=1.[CH3:12][O:13][C:14]1[CH:15]=[C:16](B(O)O)[CH:17]=[C:18]([O:22][CH3:23])[C:19]=1[O:20][CH3:21]. (4) The reactants are: [CH3:1][O:2][C:3]1[CH:4]=[C:5]2[C:9](=[CH:10][CH:11]=1)[C:8](=[O:12])[CH2:7][C:6]2([CH3:14])[CH3:13].S(=O)(=O)(O)O.[N-:20]=[N+]=[N-].[Na+]. Given the product [CH3:1][O:2][C:3]1[CH:4]=[C:5]2[C:9](=[CH:10][CH:11]=1)[C:8](=[O:12])[NH:20][CH2:7][C:6]2([CH3:14])[CH3:13], predict the reactants needed to synthesize it. (5) Given the product [CH3:17][C:18]1[N:19]=[C:20]2[N:25]=[C:24]([C:26]3[CH:27]=[CH:28][C:29]([CH2:30][N:1]4[CH2:2][CH2:3][CH:4]([C:7]5[CH:16]=[N:15][C:14]6[C:9](=[CH:10][CH:11]=[CH:12][CH:13]=6)[N:8]=5)[CH2:5][CH2:6]4)=[CH:32][CH:33]=3)[C:23]([C:34]3[CH:35]=[CH:36][CH:37]=[CH:38][CH:39]=3)=[CH:22][N:21]2[CH:40]=1, predict the reactants needed to synthesize it. The reactants are: [NH:1]1[CH2:6][CH2:5][CH:4]([C:7]2[CH:16]=[N:15][C:14]3[C:9](=[CH:10][CH:11]=[CH:12][CH:13]=3)[N:8]=2)[CH2:3][CH2:2]1.[CH3:17][C:18]1[N:19]=[C:20]2[N:25]=[C:24]([C:26]3[CH:33]=[CH:32][C:29]([CH:30]=O)=[CH:28][CH:27]=3)[C:23]([C:34]3[CH:39]=[CH:38][CH:37]=[CH:36][CH:35]=3)=[CH:22][N:21]2[CH:40]=1.[BH-](OC(C)=O)(OC(C)=O)OC(C)=O.[Na+].C([O-])(O)=O.[Na+].